Dataset: Forward reaction prediction with 1.9M reactions from USPTO patents (1976-2016). Task: Predict the product of the given reaction. (1) Given the reactants [Cl:1][C:2]1[C:3]([F:45])=[C:4]([C@@H:8]2[C@:12]([C:15]3[CH:20]=[CH:19][C:18]([Cl:21])=[CH:17][C:16]=3[F:22])([C:13]#[N:14])[C@H:11]([CH2:23][C:24]([CH3:27])([CH3:26])[CH3:25])[NH:10][C@H:9]2[C:28]([NH:30][C:31]2[CH:39]=[CH:38][C:34]([C:35]([OH:37])=[O:36])=[CH:33][C:32]=2OC(F)(F)F)=[O:29])[CH:5]=[CH:6][CH:7]=1.[Si]([O:53][CH2:54][CH:55]=O)(C(C)(C)C)(C)C.[CH3:57]C(O)=O, predict the reaction product. The product is: [CH3:57][O:37][C:35](=[O:36])[C:34]1[CH:33]=[CH:32][C:31]([N:30]2[C:28](=[O:29])[C@H:9]3[C@H:8]([C:4]4[CH:5]=[CH:6][CH:7]=[C:2]([Cl:1])[C:3]=4[F:45])[C@:12]([C:15]4[CH:20]=[CH:19][C:18]([Cl:21])=[CH:17][C:16]=4[F:22])([C:13]#[N:14])[C@H:11]([CH2:23][C:24]([CH3:25])([CH3:27])[CH3:26])[N:10]3[C@@H:55]2[CH2:54][OH:53])=[CH:39][CH:38]=1. (2) Given the reactants [O:1]1[CH2:6][CH2:5][CH:4]([OH:7])[CH2:3][CH2:2]1.[CH3:8][C:9]([C:11]1[CH:12]=[CH:13][C:14](O)=[CH:15][C:16]=1[OH:17])=[O:10].C1(P(C2C=CC=CC=2)C2C=CC=CC=2)C=CC=CC=1.CCOCC, predict the reaction product. The product is: [OH:17][C:16]1[CH:15]=[C:14]([O:7][CH:4]2[CH2:5][CH2:6][O:1][CH2:2][CH2:3]2)[CH:13]=[CH:12][C:11]=1[C:9](=[O:10])[CH3:8]. (3) The product is: [CH3:22][S:21][C:19]1[O:20][C:16]2[CH:15]=[CH:14][CH:24]=[CH:23][C:17]=2[N:18]=1. Given the reactants N1C2C=CC=NC=2NC=1.[H-].[Na+].ClC[C:14]1[CH:24]=[CH:23][C:17]2[N:18]=[C:19]([S:21][CH3:22])[O:20][C:16]=2[CH:15]=1.O, predict the reaction product. (4) Given the reactants [CH2:1]([O:3][C:4](=[O:39])[CH2:5][N:6]1[CH2:30][C@:29]2([C:31](=[O:37])[CH2:32][O:33]C(=O)C)[C@@H:8]([CH2:9][C@H:10]3[C@H:23]4[C@@:14]([F:27])([C@:15]5([CH3:26])[C:20]([C@@H:21]([F:24])[CH2:22]4)=[CH:19][C:18](=[O:25])[CH:17]=[CH:16]5)[C@@H:13]([OH:28])[CH2:12][C@@:11]32[CH3:38])[CH2:7]1)[CH3:2].C([O-])([O-])=O.[K+].[K+], predict the reaction product. The product is: [CH2:1]([O:3][C:4](=[O:39])[CH2:5][N:6]1[CH2:30][C@:29]2([C:31](=[O:37])[CH2:32][OH:33])[C@@H:8]([CH2:9][C@H:10]3[C@H:23]4[C@@:14]([F:27])([C@:15]5([CH3:26])[C:20]([C@@H:21]([F:24])[CH2:22]4)=[CH:19][C:18](=[O:25])[CH:17]=[CH:16]5)[C@@H:13]([OH:28])[CH2:12][C@@:11]32[CH3:38])[CH2:7]1)[CH3:2]. (5) Given the reactants [CH:1]1([CH3:11])[CH2:6][CH2:5][CH:4]([CH:7]([CH3:9])[CH3:8])[CH:3]([OH:10])[CH2:2]1.[C:12]([OH:20])(=[O:19])[CH2:13][CH2:14][CH2:15][C:16]([OH:18])=[O:17], predict the reaction product. The product is: [C:12]([O:10][CH:3]1[CH:4]([CH:7]([CH3:8])[CH3:9])[CH2:5][CH2:6][CH:1]([CH3:11])[CH2:2]1)(=[O:19])[CH2:13][CH2:14][CH2:15][C:16]([O-:18])=[O:17].[C:16]([O:18][CH:3]1[CH:4]([CH:7]([CH3:9])[CH3:8])[CH2:5][CH2:6][CH:1]([CH3:11])[CH2:2]1)(=[O:17])[CH2:15][CH2:14][CH2:13][C:12]([O:10][CH:3]1[CH:4]([CH:7]([CH3:8])[CH3:9])[CH2:5][CH2:6][CH:1]([CH3:11])[CH2:2]1)=[O:20]. (6) Given the reactants CCN=C=NCCCN(C)C.C1C=CC2N(O)N=NC=2C=1.[Br:22][C:23]1[CH:28]=[CH:27][C:26]([NH:29][C:30]2[C:38]([C:39](O)=[O:40])=[C:37]3[N:33]([CH2:34][CH2:35][CH2:36]3)[C:32](=[O:42])[C:31]=2[F:43])=[C:25]([F:44])[CH:24]=1.Cl.[CH3:46][O:47][NH:48][CH3:49], predict the reaction product. The product is: [CH3:46][O:47][N:48]([CH3:49])[C:39]([C:38]1[C:30]([NH:29][C:26]2[CH:27]=[CH:28][C:23]([Br:22])=[CH:24][C:25]=2[F:44])=[C:31]([F:43])[C:32](=[O:42])[N:33]2[C:37]=1[CH2:36][CH2:35][CH2:34]2)=[O:40].